This data is from Forward reaction prediction with 1.9M reactions from USPTO patents (1976-2016). The task is: Predict the product of the given reaction. The product is: [CH2:1]([NH:8][C:9]([C:11]1[S:15][C:14]([N:27]2[CH2:28][CH2:29][N:25]([CH2:18][C:19]3[CH:24]=[CH:23][CH:22]=[CH:21][CH:20]=3)[C:26]2=[N:30][C:31]#[N:32])=[N:13][C:12]=1[CH3:17])=[O:10])[C:2]1[CH:7]=[CH:6][CH:5]=[CH:4][CH:3]=1. Given the reactants [CH2:1]([NH:8][C:9]([C:11]1[S:15][C:14](Br)=[N:13][C:12]=1[CH3:17])=[O:10])[C:2]1[CH:7]=[CH:6][CH:5]=[CH:4][CH:3]=1.[CH2:18]([N:25]1[CH2:29][CH2:28][NH:27][C:26]1=[N:30][C:31]#[N:32])[C:19]1[CH:24]=[CH:23][CH:22]=[CH:21][CH:20]=1.C1(N)CCCCC1N.C(=O)([O-])[O-].[K+].[K+], predict the reaction product.